Predict the reaction yield, written as a fraction of the theoretical maximum amount of product (1.0 means a 100% yield; for example, 0.34 means a 34% yield). From a dataset of Reaction yield outcomes from USPTO patents with 853,638 reactions. The reactants are FC1C=CC=CC=1C(Cl)=O.[CH3:11][N:12]([CH3:22])[C:13]1[CH:21]=[CH:20][C:16]([C:17](Cl)=[O:18])=[CH:15][CH:14]=1.[NH2:23][C:24]1[CH:25]=[C:26]([CH:37]=[CH:38][N:39]=1)[C:27]([NH:29][CH2:30][C:31]1[CH:36]=[CH:35][CH:34]=[CH:33][CH:32]=1)=[O:28]. No catalyst specified. The product is [CH2:30]([NH:29][C:27](=[O:28])[C:26]1[CH:37]=[CH:38][N:39]=[C:24]([NH:23][C:17](=[O:18])[C:16]2[CH:20]=[CH:21][C:13]([N:12]([CH3:22])[CH3:11])=[CH:14][CH:15]=2)[CH:25]=1)[C:31]1[CH:36]=[CH:35][CH:34]=[CH:33][CH:32]=1. The yield is 0.0700.